Predict the product of the given reaction. From a dataset of Forward reaction prediction with 1.9M reactions from USPTO patents (1976-2016). (1) Given the reactants [CH:1]1[CH:6]=[CH:5][C:4]([O:7][C:8]2[CH:13]=[CH:12][C:11]([F:14])=[CH:10][CH:9]=2)=[CH:3][CH:2]=1.CN(C)CCN(C)CCN(C)C.C([Li])CCC.[C:32](=[O:34])=[O:33].Cl, predict the reaction product. The product is: [F:14][C:11]1[CH:10]=[CH:9][C:8]([O:7][C:4]2[CH:3]=[CH:2][CH:1]=[CH:6][CH:5]=2)=[CH:13][C:12]=1[C:32]([OH:34])=[O:33]. (2) Given the reactants S(Cl)(Cl)=O.[Br:5][C:6]1[S:10][C:9]([C:11]([OH:13])=[O:12])=[C:8]([CH3:14])[CH:7]=1.[CH3:15]O, predict the reaction product. The product is: [Br:5][C:6]1[S:10][C:9]([C:11]([O:13][CH3:15])=[O:12])=[C:8]([CH3:14])[CH:7]=1.